Dataset: NCI-60 drug combinations with 297,098 pairs across 59 cell lines. Task: Regression. Given two drug SMILES strings and cell line genomic features, predict the synergy score measuring deviation from expected non-interaction effect. (1) Drug 1: CNC(=O)C1=CC=CC=C1SC2=CC3=C(C=C2)C(=NN3)C=CC4=CC=CC=N4. Cell line: 786-0. Drug 2: C(=O)(N)NO. Synergy scores: CSS=4.26, Synergy_ZIP=-1.87, Synergy_Bliss=-0.275, Synergy_Loewe=-0.135, Synergy_HSA=-0.575. (2) Drug 1: CN(C)C1=NC(=NC(=N1)N(C)C)N(C)C. Drug 2: CN(CCCl)CCCl.Cl. Cell line: NCI-H322M. Synergy scores: CSS=-7.52, Synergy_ZIP=3.12, Synergy_Bliss=2.99, Synergy_Loewe=-0.0640, Synergy_HSA=-0.840. (3) Drug 2: CS(=O)(=O)CCNCC1=CC=C(O1)C2=CC3=C(C=C2)N=CN=C3NC4=CC(=C(C=C4)OCC5=CC(=CC=C5)F)Cl. Drug 1: CC(C1=C(C=CC(=C1Cl)F)Cl)OC2=C(N=CC(=C2)C3=CN(N=C3)C4CCNCC4)N. Synergy scores: CSS=3.26, Synergy_ZIP=-0.982, Synergy_Bliss=-1.86, Synergy_Loewe=-8.60, Synergy_HSA=-5.08. Cell line: MDA-MB-231. (4) Drug 1: C1CC(=O)NC(=O)C1N2CC3=C(C2=O)C=CC=C3N. Drug 2: CCC1=CC2CC(C3=C(CN(C2)C1)C4=CC=CC=C4N3)(C5=C(C=C6C(=C5)C78CCN9C7C(C=CC9)(C(C(C8N6C)(C(=O)OC)O)OC(=O)C)CC)OC)C(=O)OC.C(C(C(=O)O)O)(C(=O)O)O. Cell line: RXF 393. Synergy scores: CSS=15.4, Synergy_ZIP=4.28, Synergy_Bliss=-1.02, Synergy_Loewe=-15.8, Synergy_HSA=0.540. (5) Drug 1: C1CCN(CC1)CCOC2=CC=C(C=C2)C(=O)C3=C(SC4=C3C=CC(=C4)O)C5=CC=C(C=C5)O. Drug 2: C1CNP(=O)(OC1)N(CCCl)CCCl. Cell line: NCI/ADR-RES. Synergy scores: CSS=-1.20, Synergy_ZIP=0.700, Synergy_Bliss=-2.00, Synergy_Loewe=-3.29, Synergy_HSA=-4.16.